This data is from NCI-60 drug combinations with 297,098 pairs across 59 cell lines. The task is: Regression. Given two drug SMILES strings and cell line genomic features, predict the synergy score measuring deviation from expected non-interaction effect. (1) Drug 1: C1=CC(=C2C(=C1NCCNCCO)C(=O)C3=C(C=CC(=C3C2=O)O)O)NCCNCCO. Drug 2: C1=CC(=CC=C1CC(C(=O)O)N)N(CCCl)CCCl.Cl. Cell line: UO-31. Synergy scores: CSS=25.2, Synergy_ZIP=-4.20, Synergy_Bliss=-0.971, Synergy_Loewe=-17.0, Synergy_HSA=0.903. (2) Drug 1: CC1CCC2CC(C(=CC=CC=CC(CC(C(=O)C(C(C(=CC(C(=O)CC(OC(=O)C3CCCCN3C(=O)C(=O)C1(O2)O)C(C)CC4CCC(C(C4)OC)O)C)C)O)OC)C)C)C)OC. Drug 2: CC1=C(N=C(N=C1N)C(CC(=O)N)NCC(C(=O)N)N)C(=O)NC(C(C2=CN=CN2)OC3C(C(C(C(O3)CO)O)O)OC4C(C(C(C(O4)CO)O)OC(=O)N)O)C(=O)NC(C)C(C(C)C(=O)NC(C(C)O)C(=O)NCCC5=NC(=CS5)C6=NC(=CS6)C(=O)NCCC[S+](C)C)O. Cell line: UO-31. Synergy scores: CSS=22.6, Synergy_ZIP=-5.10, Synergy_Bliss=-0.0142, Synergy_Loewe=1.94, Synergy_HSA=3.03. (3) Cell line: LOX IMVI. Synergy scores: CSS=9.24, Synergy_ZIP=-0.841, Synergy_Bliss=4.51, Synergy_Loewe=1.87, Synergy_HSA=2.26. Drug 1: CN1C(=O)N2C=NC(=C2N=N1)C(=O)N. Drug 2: CS(=O)(=O)OCCCCOS(=O)(=O)C.